From a dataset of Forward reaction prediction with 1.9M reactions from USPTO patents (1976-2016). Predict the product of the given reaction. The product is: [C:30]([N:28]1[CH2:29][C:15]2[C:14]([C:11]3[CH:12]=[CH:13][C:8]([NH:7][C:5]([NH:4][CH:1]4[CH2:3][CH2:2]4)=[O:6])=[CH:9][CH:10]=3)=[N:19][C:18]([N:20]3[CH2:25][CH2:24][O:23][CH2:22][C@@H:21]3[CH3:26])=[N:17][C:16]=2[CH2:27]1)(=[O:32])[CH3:31]. Given the reactants [CH:1]1([NH:4][C:5]([NH:7][C:8]2[CH:13]=[CH:12][C:11]([C:14]3[C:15]4[CH2:29][NH:28][CH2:27][C:16]=4[N:17]=[C:18]([N:20]4[CH2:25][CH2:24][O:23][CH2:22][C@@H:21]4[CH3:26])[N:19]=3)=[CH:10][CH:9]=2)=[O:6])[CH2:3][CH2:2]1.[C:30](Cl)(=[O:32])[CH3:31].CCN(CC)CC, predict the reaction product.